From a dataset of Full USPTO retrosynthesis dataset with 1.9M reactions from patents (1976-2016). Predict the reactants needed to synthesize the given product. (1) Given the product [CH:21]1([CH:24]([N:15]2[CH:14]=[C:13]([C:11]3[N:10]4[CH:18]=[CH:19][N:20]=[C:9]4[CH:8]=[C:7]([C:5]4[CH:4]=[N:3][N:2]([CH3:1])[CH:6]=4)[N:12]=3)[CH:17]=[N:16]2)[CH2:25][C:26]([O:28][CH2:29][CH3:30])=[O:27])[CH2:23][CH2:22]1, predict the reactants needed to synthesize it. The reactants are: [CH3:1][N:2]1[CH:6]=[C:5]([C:7]2[N:12]=[C:11]([C:13]3[CH:14]=[N:15][NH:16][CH:17]=3)[N:10]3[CH:18]=[CH:19][N:20]=[C:9]3[CH:8]=2)[CH:4]=[N:3]1.[CH:21]1(/[CH:24]=[CH:25]/[C:26]([O:28][CH2:29][CH3:30])=[O:27])[CH2:23][CH2:22]1.C1CCN2C(=NCCC2)CC1. (2) Given the product [CH3:8][C:6]1[CH:5]=[C:4]([N:9]([C:10]2[NH:11][C:12](=[O:20])[NH:13][C:14](=[O:18])[C:15]=2[CH2:16][CH3:17])[C:22](=[O:24])[CH3:23])[CH:3]=[C:2]([CH3:1])[CH:7]=1, predict the reactants needed to synthesize it. The reactants are: [CH3:1][C:2]1[CH:3]=[C:4]([NH:9][C:10]2[C:15]([CH2:16][CH3:17])=[C:14]([O:18]C)[N:13]=[C:12]([O:20]C)[N:11]=2)[CH:5]=[C:6]([CH3:8])[CH:7]=1.[C:22](Br)(=[O:24])[CH3:23]. (3) Given the product [CH3:13][C:12]1[O:11][N:10]=[C:9]([C:14]2[CH:19]=[CH:18][CH:17]=[CH:16][CH:15]=2)[C:8]=1[C:26]1[CH:27]=[CH:28][C:23]([C:20](=[O:22])[CH3:21])=[CH:24][CH:25]=1, predict the reactants needed to synthesize it. The reactants are: C(=O)([O-])[O-].[Na+].[Na+].Br[C:8]1[C:9]([C:14]2[CH:19]=[CH:18][CH:17]=[CH:16][CH:15]=2)=[N:10][O:11][C:12]=1[CH3:13].[C:20]([C:23]1[CH:28]=[CH:27][C:26](OB(O)O)=[CH:25][CH:24]=1)(=[O:22])[CH3:21].C(OCC)(=O)C.O. (4) The reactants are: ClC1C(CO)=CC(F)=C(C=1)C(OC)=O.[CH:15]1([C:18]2[C:19]([CH2:32][OH:33])=[CH:20][C:21]([F:31])=[C:22]([CH:30]=2)[C:23]([O:25][C:26]([CH3:29])([CH3:28])[CH3:27])=[O:24])[CH2:17][CH2:16]1.ClC1C=C(O)C=NC=1OCC(F)(F)C(F)F.[Cl:50][C:51]1[CH:52]=[C:53](O)[CH:54]=[C:55]([Cl:57])[CH:56]=1. Given the product [CH:15]1([C:18]2[C:19]([CH2:32][O:33][C:53]3[CH:52]=[C:51]([Cl:50])[CH:56]=[C:55]([Cl:57])[CH:54]=3)=[CH:20][C:21]([F:31])=[C:22]([CH:30]=2)[C:23]([O:25][C:26]([CH3:28])([CH3:29])[CH3:27])=[O:24])[CH2:17][CH2:16]1, predict the reactants needed to synthesize it. (5) Given the product [CH3:12][O:13][C:14](=[O:39])[C:15]1[CH:20]=[CH:19][CH:18]=[C:17]([CH2:21][N:22]2[C:33]3[C:38](=[CH:37][CH:36]=[CH:35][CH:34]=3)/[C:24](=[C:25](/[C:26]3[CH:27]=[CH:28][CH:29]=[CH:30][CH:31]=3)\[C:2]3[CH:7]=[CH:6][C:5]([S:8](=[O:10])(=[O:9])[NH2:11])=[CH:4][CH:3]=3)/[C:23]2=[O:32])[CH:16]=1, predict the reactants needed to synthesize it. The reactants are: I[C:2]1[CH:7]=[CH:6][C:5]([S:8]([NH2:11])(=[O:10])=[O:9])=[CH:4][CH:3]=1.[CH3:12][O:13][C:14](=[O:39])[C:15]1[CH:20]=[CH:19][CH:18]=[C:17]([CH2:21][N:22]([C:33]2[CH:38]=[CH:37][CH:36]=[CH:35][CH:34]=2)[C:23](=[O:32])[C:24]#[C:25][C:26]2[CH:31]=[CH:30][CH:29]=[CH:28][CH:27]=2)[CH:16]=1. (6) Given the product [Br:1][C:2]1[CH:3]=[C:4]([C:7]([Cl:13])=[O:9])[S:5][CH:6]=1, predict the reactants needed to synthesize it. The reactants are: [Br:1][C:2]1[CH:3]=[C:4]([C:7]([OH:9])=O)[S:5][CH:6]=1.C(Cl)(=O)C([Cl:13])=O. (7) Given the product [CH2:2]1[C:7]2([CH2:8][CH2:9][N:10]([C:13]([O:15][C:16]([CH3:19])([CH3:18])[CH3:17])=[O:14])[CH2:11][CH2:12]2)[CH2:6][N:5]([C:31]([O:33][CH2:34][C:35]2[CH:40]=[CH:39][CH:38]=[CH:37][CH:36]=2)=[O:32])[CH2:4][CH2:3]1, predict the reactants needed to synthesize it. The reactants are: Cl.[CH2:2]1[C:7]2([CH2:12][CH2:11][N:10]([C:13]([O:15][C:16]([CH3:19])([CH3:18])[CH3:17])=[O:14])[CH2:9][CH2:8]2)[CH2:6][NH:5][CH2:4][CH2:3]1.ClCCl.C(N(CC)CC)C.Cl[C:31]([O:33][CH2:34][C:35]1[CH:40]=[CH:39][CH:38]=[CH:37][CH:36]=1)=[O:32]. (8) Given the product [CH3:1][C:2]1[C:6]([C:7]2[CH:12]=[N:11][C:10]3[C:15]4[C:16]([C:17]([O:19][CH3:20])=[O:18])=[CH:21][CH:22]=[CH:23][C:14]=4[NH:13][C:9]=3[CH:8]=2)=[C:5]([CH3:24])[O:4][N:3]=1, predict the reactants needed to synthesize it. The reactants are: [CH3:1][C:2]1[C:6]([C:7]2[CH:8]=[C:9]([NH:13][C:14]3[CH:15]=[C:16]([CH:21]=[CH:22][CH:23]=3)[C:17]([O:19][CH3:20])=[O:18])[CH:10]=[N:11][CH:12]=2)=[C:5]([CH3:24])[O:4][N:3]=1.C([O-])([O-])=O.[K+].[K+].